From a dataset of Full USPTO retrosynthesis dataset with 1.9M reactions from patents (1976-2016). Predict the reactants needed to synthesize the given product. (1) Given the product [CH2:1]([N:3]([CH3:33])[C:4]([C:6]1[CH:10]=[C:9]([C:11]2[CH:16]=[CH:15][C:14]([OH:17])=[CH:13][N:12]=2)[N:8]([C:25]2[CH:26]=[N:27][C:28]([O:31][CH3:32])=[CH:29][CH:30]=2)[N:7]=1)=[O:5])[CH3:2], predict the reactants needed to synthesize it. The reactants are: [CH2:1]([N:3]([CH3:33])[C:4]([C:6]1[CH:10]=[C:9]([C:11]2[CH:16]=[CH:15][C:14]([O:17]CC3C=CC=CC=3)=[CH:13][N:12]=2)[N:8]([C:25]2[CH:26]=[N:27][C:28]([O:31][CH3:32])=[CH:29][CH:30]=2)[N:7]=1)=[O:5])[CH3:2]. (2) The reactants are: [OH:1][C:2]1[CH:10]=[CH:9][C:8]([S:11](=[O:14])(=[O:13])[NH2:12])=[CH:7][C:3]=1[C:4]([OH:6])=[O:5].[CH:15]1N=CN(C(N2C=NC=C2)=O)C=1.CO. Given the product [CH3:15][O:5][C:4](=[O:6])[C:3]1[CH:7]=[C:8]([S:11](=[O:14])(=[O:13])[NH2:12])[CH:9]=[CH:10][C:2]=1[OH:1], predict the reactants needed to synthesize it. (3) Given the product [ClH:1].[OH:26][CH:27]([CH2:42][O:43][C:44]1[CH:45]=[CH:46][CH:47]=[CH:48][C:49]=1[CH2:3][CH3:4])[CH2:28][NH:29][C:30]([CH3:41])([CH3:40])[CH2:31][C:32]1[CH:37]=[CH:36][C:35]([O:38][CH3:39])=[CH:34][CH:33]=1, predict the reactants needed to synthesize it. The reactants are: [ClH:1].O(CCCNC(C)(C)CC1C=CC(OC)=CC=1)[C:3]1C=CC=C[CH:4]=1.Cl.[OH:26][CH:27]([CH2:42][O:43][C:44]1[CH:49]=[CH:48][C:47](OC)=[CH:46][CH:45]=1)[CH2:28][NH:29][C:30]([CH3:41])([CH3:40])[CH2:31][C:32]1[CH:37]=[CH:36][C:35]([O:38][CH3:39])=[CH:34][CH:33]=1. (4) Given the product [F:19][C:20]1[C:25]([CH:26]([OH:27])[C:16]2[C:10]3[C:11](=[N:12][CH:13]=[C:8]([NH:7][C:1]4[CH:6]=[CH:5][CH:4]=[CH:3][CH:2]=4)[CH:9]=3)[NH:14][CH:15]=2)=[C:24]([F:28])[CH:23]=[CH:22][C:21]=1[NH:29][S:30]([CH2:33][CH2:34][CH3:35])(=[O:32])=[O:31], predict the reactants needed to synthesize it. The reactants are: [C:1]1([NH:7][C:8]2[CH:9]=[C:10]3[CH:16]=[CH:15][NH:14][C:11]3=[N:12][CH:13]=2)[CH:6]=[CH:5][CH:4]=[CH:3][CH:2]=1.[OH-].[K+].[F:19][C:20]1[C:25]([CH:26]=[O:27])=[C:24]([F:28])[CH:23]=[CH:22][C:21]=1[NH:29][S:30]([CH2:33][CH2:34][CH3:35])(=[O:32])=[O:31]. (5) The reactants are: NO.Cl.[OH-].[Na+].CC1[N:8]([C@H:13]2[CH2:20][C@@:19]3([C:21]([O:23][CH2:24][C:25]4[CH:30]=[CH:29][CH:28]=[CH:27][CH:26]=4)=[O:22])[C@H:15]([CH2:16][CH2:17][CH2:18]3)[CH2:14]2)C(C)=CC=1. Given the product [NH2:8][C@H:13]1[CH2:20][C@@:19]2([C:21]([O:23][CH2:24][C:25]3[CH:26]=[CH:27][CH:28]=[CH:29][CH:30]=3)=[O:22])[C@H:15]([CH2:16][CH2:17][CH2:18]2)[CH2:14]1, predict the reactants needed to synthesize it. (6) Given the product [CH2:11]([O:18][C:19]1[CH:24]=[CH:23][C:22]([N:3]2[C:4]3[C:9](=[CH:8][CH:7]=[CH:6][CH:5]=3)[CH:10]=[C:2]2[CH3:1])=[CH:21][C:20]=1[F:26])[C:12]1[CH:13]=[CH:14][CH:15]=[CH:16][CH:17]=1, predict the reactants needed to synthesize it. The reactants are: [CH3:1][C:2]1[NH:3][C:4]2[C:9]([CH:10]=1)=[CH:8][CH:7]=[CH:6][CH:5]=2.[CH2:11]([O:18][C:19]1[CH:24]=[CH:23][C:22](Br)=[CH:21][C:20]=1[F:26])[C:12]1[CH:17]=[CH:16][CH:15]=[CH:14][CH:13]=1.C(=O)([O-])[O-].[K+].[K+].